Dataset: Catalyst prediction with 721,799 reactions and 888 catalyst types from USPTO. Task: Predict which catalyst facilitates the given reaction. (1) Reactant: [OH-].[Na+].[F:3][C:4]([F:26])([F:25])[C:5]1[CH:6]=[C:7]([C:11]2[CH:12]=[CH:13][C:14]3[N:15]([C:17]([C:20]([O:22]CC)=[O:21])=[CH:18][N:19]=3)[N:16]=2)[CH:8]=[CH:9][CH:10]=1.O1CCOCC1. Product: [F:25][C:4]([F:3])([F:26])[C:5]1[CH:6]=[C:7]([C:11]2[CH:12]=[CH:13][C:14]3[N:15]([C:17]([C:20]([OH:22])=[O:21])=[CH:18][N:19]=3)[N:16]=2)[CH:8]=[CH:9][CH:10]=1. The catalyst class is: 6. (2) The catalyst class is: 2. Product: [C:17]([N:14]1[C:15]2[C:11](=[CH:10][CH:9]=[C:8]([CH2:7][C:6]([OH:41])=[O:5])[CH:16]=2)[C:12]([NH:20][C:21]([N:23]2[C@H:28]([C:29](=[O:40])[NH:30][CH2:31][C:32]3[CH:37]=[CH:36][CH:35]=[C:34]([Cl:38])[C:33]=3[F:39])[CH2:27][C@@H:26]3[C@H:24]2[CH2:25]3)=[O:22])=[CH:13]1)(=[O:19])[NH2:18]. Reactant: C([O:5][C:6](=[O:41])[CH2:7][C:8]1[CH:16]=[C:15]2[C:11]([C:12]([NH:20][C:21]([N:23]3[C@H:28]([C:29](=[O:40])[NH:30][CH2:31][C:32]4[CH:37]=[CH:36][CH:35]=[C:34]([Cl:38])[C:33]=4[F:39])[CH2:27][C@@H:26]4[C@H:24]3[CH2:25]4)=[O:22])=[CH:13][N:14]2[C:17](=[O:19])[NH2:18])=[CH:10][CH:9]=1)(C)(C)C.C(O)(C(F)(F)F)=O. (3) Product: [NH:17]1[CH:21]=[CH:20][CH:19]=[C:18]1[CH:22]=[CH:9][C:10]([O:12][CH2:13][CH3:14])=[O:11]. The catalyst class is: 1. Reactant: C(OP([CH2:9][C:10]([O:12][CH2:13][CH3:14])=[O:11])(OCC)=O)C.[H-].[Na+].[NH:17]1[CH:21]=[CH:20][CH:19]=[C:18]1[CH:22]=O.[NH4+].[Cl-].O. (4) Reactant: [CH:1]1([O:5][C:6]2[C:14]([CH3:15])=[CH:13][CH:12]=[CH:11][C:7]=2[C:8]([OH:10])=O)[CH2:4][CH2:3][CH2:2]1.[CH2:16]([O:18][C:19]([C:21]1([NH2:31])[CH2:29][C:28]2[C:23](=[CH:24][CH:25]=[C:26]([F:30])[CH:27]=2)[CH2:22]1)=[O:20])[CH3:17].CN(C(ON1N=NC2C=CC=NC1=2)=[N+](C)C)C.F[P-](F)(F)(F)(F)F.CCN(C(C)C)C(C)C. Product: [CH2:16]([O:18][C:19]([C:21]1([NH:31][C:8](=[O:10])[C:7]2[CH:11]=[CH:12][CH:13]=[C:14]([CH3:15])[C:6]=2[O:5][CH:1]2[CH2:2][CH2:3][CH2:4]2)[CH2:29][C:28]2[C:23](=[CH:24][CH:25]=[C:26]([F:30])[CH:27]=2)[CH2:22]1)=[O:20])[CH3:17]. The catalyst class is: 3.